From a dataset of NCI-60 drug combinations with 297,098 pairs across 59 cell lines. Regression. Given two drug SMILES strings and cell line genomic features, predict the synergy score measuring deviation from expected non-interaction effect. Drug 1: CC12CCC3C(C1CCC2=O)CC(=C)C4=CC(=O)C=CC34C. Drug 2: CCC1(CC2CC(C3=C(CCN(C2)C1)C4=CC=CC=C4N3)(C5=C(C=C6C(=C5)C78CCN9C7C(C=CC9)(C(C(C8N6C=O)(C(=O)OC)O)OC(=O)C)CC)OC)C(=O)OC)O.OS(=O)(=O)O. Cell line: IGROV1. Synergy scores: CSS=39.9, Synergy_ZIP=-1.12, Synergy_Bliss=2.55, Synergy_Loewe=-3.67, Synergy_HSA=3.80.